From a dataset of Full USPTO retrosynthesis dataset with 1.9M reactions from patents (1976-2016). Predict the reactants needed to synthesize the given product. Given the product [Cl:19][C:20]1[CH:42]=[C:41]([C:43]([NH:45][CH2:46][C:47]2[CH:52]=[CH:51][CH:50]=[C:49]([OH:53])[CH:48]=2)=[O:44])[CH:40]=[C:39]([CH3:61])[C:21]=1[C:22]([NH:24][C@H:25]([C:35]([O:37][CH3:38])=[O:36])[CH2:26][NH:27][C:28]([O:30][C:31]([CH3:32])([CH3:34])[CH3:33])=[O:29])=[O:23], predict the reactants needed to synthesize it. The reactants are: [F-].C([N+](CCCC)(CCCC)CCCC)CCC.[Cl:19][C:20]1[CH:42]=[C:41]([C:43]([NH:45][CH2:46][C:47]2[CH:52]=[CH:51][CH:50]=[C:49]([O:53][Si](C(C)(C)C)(C)C)[CH:48]=2)=[O:44])[CH:40]=[C:39]([CH3:61])[C:21]=1[C:22]([NH:24][C@H:25]([C:35]([O:37][CH3:38])=[O:36])[CH2:26][NH:27][C:28]([O:30][C:31]([CH3:34])([CH3:33])[CH3:32])=[O:29])=[O:23].